From a dataset of Reaction yield outcomes from USPTO patents with 853,638 reactions. Predict the reaction yield, written as a fraction of the theoretical maximum amount of product (1.0 means a 100% yield; for example, 0.34 means a 34% yield). (1) The yield is 0.680. The reactants are C([O:3][C:4](=[O:33])[CH:5]([O:28][C:29]([CH3:32])([CH3:31])[CH3:30])[C:6]1[C:7]([CH3:27])=[N:8][C:9]2[C:14]([C:15]=1[C:16]1[CH:21]=[CH:20][C:19]([CH3:22])=[CH:18][CH:17]=1)=[CH:13][C:12]1[CH2:23][CH2:24][CH2:25][CH2:26][C:11]=1[CH:10]=2)C.[OH-].[Na+]. The product is [C:29]([O:28][CH:5]([C:6]1[C:7]([CH3:27])=[N:8][C:9]2[C:14]([C:15]=1[C:16]1[CH:21]=[CH:20][C:19]([CH3:22])=[CH:18][CH:17]=1)=[CH:13][C:12]1[CH2:23][CH2:24][CH2:25][CH2:26][C:11]=1[CH:10]=2)[C:4]([OH:33])=[O:3])([CH3:32])([CH3:31])[CH3:30]. The catalyst is C(O)C.O1CCCC1. (2) The reactants are CCN(C(C)C)C(C)C.[C:10]1([N:16]2[CH:20]=[C:19]([C:21]([NH:23][CH2:24][C:25]([OH:27])=O)=[O:22])[N:18]=[CH:17]2)[CH:15]=[CH:14][CH:13]=[CH:12][CH:11]=1.C1(N2C=C(C(O)=O)N=C2)C=CC=CC=1.C1C=CC2N(O)N=NC=2C=1.CCN=C=NCCCN(C)C.FC(F)(F)C(O)=O.[F:70][C:71]([F:86])([F:85])[C:72]1[CH:84]=[CH:83][CH:82]=[CH:81][C:73]=1[O:74][CH:75]1[CH2:80][CH2:79][NH:78][CH2:77][CH2:76]1. The catalyst is CN(C=O)C.O. The product is [O:27]=[C:25]([N:78]1[CH2:77][CH2:76][CH:75]([O:74][C:73]2[CH:81]=[CH:82][CH:83]=[CH:84][C:72]=2[C:71]([F:70])([F:85])[F:86])[CH2:80][CH2:79]1)[CH2:24][NH:23][C:21]([C:19]1[N:18]=[CH:17][N:16]([C:10]2[CH:11]=[CH:12][CH:13]=[CH:14][CH:15]=2)[CH:20]=1)=[O:22]. The yield is 0.582. (3) The reactants are [N+:1]([C:4]1[CH:5]=[CH:6][CH:7]=[C:8]2[C:13]=1[CH:12]=[C:11]([C:14]1[CH:23]=[CH:22][C:21]3[C:16](=[CH:17][CH:18]=[CH:19][CH:20]=3)[N:15]=1)[CH:10]=[CH:9]2)([O-])=O.[BH4-].[Na+].Cl. The catalyst is CO.[Pd]. The product is [NH2:1][C:4]1[CH:5]=[CH:6][CH:7]=[C:8]2[C:13]=1[CH:12]=[C:11]([C:14]1[CH:23]=[CH:22][C:21]3[C:16](=[CH:17][CH:18]=[CH:19][CH:20]=3)[N:15]=1)[CH:10]=[CH:9]2. The yield is 0.880. (4) The reactants are CC1C=CC(P(C2C=CC3C(=CC=CC=3)C=2C2C3C(=CC=CC=3)C=CC=2P(C2C=CC(C)=CC=2)C2C=CC(C)=CC=2)C2C=CC(C)=CC=2)=CC=1.[CH:51]([C:54]1[CH2:58][CH2:57][C:56](=[O:59])[CH:55]=1)([CH3:53])[CH3:52]. No catalyst specified. The product is [CH:51]([C@H:54]1[CH2:58][CH2:57][C:56](=[O:59])[CH2:55]1)([CH3:53])[CH3:52]. The yield is 0.890. (5) The reactants are [CH3:1][N:2]1[CH2:7][CH2:6][N:5]([C:8]([O:10][C@@H:11]2[N:20]([C:21]3[CH:22]=[CH:23][C:24]([Cl:27])=[CH:25][N:26]=3)[C:18](=[O:19])[C:13]3[N:14]=[CH:15][CH:16]=[N:17][C:12]2=3)=[O:9])[CH2:4][CH2:3]1.[CH3:28][S:29]([OH:32])(=[O:31])=[O:30]. The yield is 0.670. The catalyst is CC(C)=O. The product is [CH3:1][N:2]1[CH2:7][CH2:6][N:5]([C:8]([O:10][C@@H:11]2[N:20]([C:21]3[CH:22]=[CH:23][C:24]([Cl:27])=[CH:25][N:26]=3)[C:18](=[O:19])[C:13]3[N:14]=[CH:15][CH:16]=[N:17][C:12]2=3)=[O:9])[CH2:4][CH2:3]1.[S:29]([O-:32])(=[O:31])(=[O:30])[CH3:28]. (6) The reactants are [NH:1]1[C:9]2[C:4](=[CH:5][CH:6]=[C:7]([NH:10][C:11]3[N:20]=[C:19]([NH:21][C@@H:22]4[CH2:27][CH2:26][CH2:25][CH2:24][C@@H:23]4[NH2:28])[CH:18]=[C:17]([C:29]#[N:30])[C:12]=3[C:13](OC)=[O:14])[CH:8]=2)[CH:3]=[N:2]1. The catalyst is CO.[Pd]. The product is [NH:1]1[C:9]2[C:4](=[CH:5][CH:6]=[C:7]([NH:10][C:11]3[C:12]4[C:13](=[O:14])[NH:30][CH2:29][C:17]=4[CH:18]=[C:19]([NH:21][C@@H:22]4[CH2:27][CH2:26][CH2:25][CH2:24][C@@H:23]4[NH2:28])[N:20]=3)[CH:8]=2)[CH:3]=[N:2]1. The yield is 0.182. (7) The reactants are I[C:2]1[CH:3]=[C:4]([C:20]([NH:22][CH2:23][C:24]2[CH:29]=[CH:28][C:27]([S:30]([CH3:33])(=[O:32])=[O:31])=[CH:26][CH:25]=2)=[O:21])[C:5](=[O:19])[N:6]([C:9]2[CH:14]=[CH:13][CH:12]=[C:11]([C:15]([F:18])([F:17])[F:16])[CH:10]=2)[C:7]=1[CH3:8].[Cu][C:35]#[N:36]. The catalyst is CN1C(=O)CCC1. The product is [C:35]([C:2]1[CH:3]=[C:4]([C:20]([NH:22][CH2:23][C:24]2[CH:25]=[CH:26][C:27]([S:30]([CH3:33])(=[O:32])=[O:31])=[CH:28][CH:29]=2)=[O:21])[C:5](=[O:19])[N:6]([C:9]2[CH:14]=[CH:13][CH:12]=[C:11]([C:15]([F:18])([F:17])[F:16])[CH:10]=2)[C:7]=1[CH3:8])#[N:36]. The yield is 0.240.